This data is from Reaction yield outcomes from USPTO patents with 853,638 reactions. The task is: Predict the reaction yield, written as a fraction of the theoretical maximum amount of product (1.0 means a 100% yield; for example, 0.34 means a 34% yield). The reactants are C(NC(C)C)(C)C.[Li]CCCC.[Br:13][C:14]1[CH:19]=[CH:18][CH:17]=[C:16]([C:20]([F:23])([F:22])[F:21])[N:15]=1.[I:24]I. The catalyst is C1COCC1. The product is [Br:13][C:14]1[CH:19]=[C:18]([I:24])[CH:17]=[C:16]([C:20]([F:21])([F:22])[F:23])[N:15]=1. The yield is 0.490.